From a dataset of Reaction yield outcomes from USPTO patents with 853,638 reactions. Predict the reaction yield, written as a fraction of the theoretical maximum amount of product (1.0 means a 100% yield; for example, 0.34 means a 34% yield). (1) The reactants are [CH2:1]([N:4]([CH2:17][CH2:18][CH3:19])[S:5]([C:8]1[CH:16]=[CH:15][C:11]([C:12]([OH:14])=O)=[CH:10][CH:9]=1)(=[O:7])=[O:6])[CH2:2][CH3:3].S(Cl)(Cl)=O.[NH2:24][C:25]1[S:26][C:27]2[C:33]([C:34]3[CH:39]=[CH:38][CH:37]=[CH:36][CH:35]=3)=[CH:32][CH:31]=[C:30]([O:40][CH3:41])[C:28]=2[N:29]=1.C(N(CC)CC)C. The catalyst is C1(C)C=CC=CC=1.CN(C1C=CN=CC=1)C. The product is [CH2:17]([N:4]([CH2:1][CH2:2][CH3:3])[S:5]([C:8]1[CH:9]=[CH:10][C:11]([C:12]([NH:24][C:25]2[S:26][C:27]3[C:33]([C:34]4[CH:39]=[CH:38][CH:37]=[CH:36][CH:35]=4)=[CH:32][CH:31]=[C:30]([O:40][CH3:41])[C:28]=3[N:29]=2)=[O:14])=[CH:15][CH:16]=1)(=[O:6])=[O:7])[CH2:18][CH3:19]. The yield is 0.920. (2) The reactants are [Br:1][C:2]1[CH:3]=[CH:4][C:5]2[N:6]([CH2:16][C:17](=O)[CH2:18][O:19][C:20]3[CH:25]=[CH:24][CH:23]=[CH:22][CH:21]=3)[C:7]3[C:12]([C:13]=2[CH:14]=1)=[CH:11][C:10]([Br:15])=[CH:9][CH:8]=3.N1C(C)=CC=CC=1C.Cl.[CH2:36]([O:43][NH2:44])[C:37]1[CH:42]=[CH:41][CH:40]=[CH:39][CH:38]=1. The catalyst is C1COCC1. The product is [CH2:36]([O:43]/[N:44]=[C:17](\[CH2:18][O:19][C:20]1[CH:25]=[CH:24][CH:23]=[CH:22][CH:21]=1)/[CH2:16][N:6]1[C:7]2[CH:8]=[CH:9][C:10]([Br:15])=[CH:11][C:12]=2[C:13]2[C:5]1=[CH:4][CH:3]=[C:2]([Br:1])[CH:14]=2)[C:37]1[CH:42]=[CH:41][CH:40]=[CH:39][CH:38]=1. The yield is 0.934. (3) The catalyst is C(Cl)Cl.O. The yield is 0.960. The product is [CH:21]([O:24][C:25]1[CH:33]=[CH:32][C:28]([C:29]([N:16]2[CH2:15][CH2:14][C:13]3([NH:12][CH2:11][CH2:10][N:9]4[C:5]([C:4]([F:3])([F:19])[F:20])=[CH:6][CH:7]=[C:8]34)[CH2:18][CH2:17]2)=[O:30])=[CH:27][C:26]=1[O:34][CH3:35])([CH3:23])[CH3:22]. The reactants are Cl.Cl.[F:3][C:4]([F:20])([F:19])[C:5]1[N:9]2[CH2:10][CH2:11][NH:12][C:13]3([CH2:18][CH2:17][NH:16][CH2:15][CH2:14]3)[C:8]2=[CH:7][CH:6]=1.[CH:21]([O:24][C:25]1[CH:33]=[CH:32][C:28]([C:29](O)=[O:30])=[CH:27][C:26]=1[O:34][CH3:35])([CH3:23])[CH3:22].ON1C2C=CC=CC=2N=N1.C(N=C=NCCCN(C)C)C.CN1CCOCC1. (4) The reactants are [F:1][C:2]1[CH:3]=[C:4]([CH:9]=[C:10]([N+:12]([O-])=O)[CH:11]=1)[C:5]([NH:7][CH3:8])=[O:6]. The catalyst is CO.[Pd]. The product is [NH2:12][C:10]1[CH:9]=[C:4]([CH:3]=[C:2]([F:1])[CH:11]=1)[C:5]([NH:7][CH3:8])=[O:6]. The yield is 0.750. (5) The reactants are [CH3:1][O:2][C:3]1[C:4]([N+:13]([O-])=O)=[C:5]([CH:10]=[CH:11][CH:12]=1)[C:6]([O:8][CH3:9])=[O:7]. The catalyst is CO.[Pd]. The product is [NH2:13][C:4]1[C:3]([O:2][CH3:1])=[CH:12][CH:11]=[CH:10][C:5]=1[C:6]([O:8][CH3:9])=[O:7]. The yield is 0.950. (6) The yield is 0.439. The product is [NH2:1][C:2]1[CH:10]=[CH:9][C:5]([C:6]([NH:54][C:57]2[S:20][C:16]([O:15][C:14]3[CH:23]=[CH:24][CH:25]=[C:12]([F:11])[CH:13]=3)=[CH:17][CH:58]=2)=[O:8])=[C:4]([CH3:36])[N:3]=1. The reactants are [NH2:1][C:2]1[CH:10]=[CH:9][C:5]([C:6]([OH:8])=O)=[CH:4][N:3]=1.[F:11][C:12]1[CH:13]=[C:14]([CH:23]=[CH:24][CH:25]=1)[O:15][C:16]1[S:20]C(CN)=C[CH:17]=1.F[P-](F)(F)(F)(F)F.N1([P+](N(C)C)(N(C)C)N(C)C)C2C=CC=C[C:36]=2N=N1.C([N:54]([CH2:57][CH3:58])CC)C. The catalyst is CN(C)C=O.CO.C(OCC)(=O)C.O. (7) The reactants are [C:1]([C:3]1[CH:8]=[CH:7][C:6]([C:9]2([NH:12][CH2:13][CH2:14][CH3:15])[CH2:11][CH2:10]2)=[CH:5][CH:4]=1)#[CH:2].[CH2:16]([O:18][C:19](=[O:27])[C:20]1[CH:25]=[CH:24][C:23](I)=[CH:22][CH:21]=1)[CH3:17]. The catalyst is C(N(CC)CC)C.[Cu]I.Cl[Pd](Cl)([P](C1C=CC=CC=1)(C1C=CC=CC=1)C1C=CC=CC=1)[P](C1C=CC=CC=1)(C1C=CC=CC=1)C1C=CC=CC=1. The product is [CH2:13]([NH:12][C:9]1([C:6]2[CH:7]=[CH:8][C:3]([C:1]#[C:2][C:23]3[CH:24]=[CH:25][C:20]([C:19]([O:18][CH2:16][CH3:17])=[O:27])=[CH:21][CH:22]=3)=[CH:4][CH:5]=2)[CH2:10][CH2:11]1)[CH2:14][CH3:15]. The yield is 0.610. (8) The reactants are [CH2:1]([C:5]1([CH3:34])[C:14]2[C:9](=[CH:10][CH:11]=[CH:12][CH:13]=2)[C:8]([OH:15])=[C:7]([C:16]2[NH:21][C:20]3[CH:22]=[CH:23][C:24]([NH:26][S:27]([CH3:30])(=[O:29])=[O:28])=[CH:25][C:19]=3[S:18](=[O:32])(=[O:31])[N:17]=2)[C:6]1=[O:33])[CH2:2][CH2:3][CH3:4].[OH-].[Na+:36]. The catalyst is O. The product is [CH2:1]([C:5]1([CH3:34])[C:14]2[C:9](=[CH:10][CH:11]=[CH:12][CH:13]=2)[C:8]([O-:15])=[C:7]([C:16]2[NH:21][C:20]3[CH:22]=[CH:23][C:24]([NH:26][S:27]([CH3:30])(=[O:29])=[O:28])=[CH:25][C:19]=3[S:18](=[O:32])(=[O:31])[N:17]=2)[C:6]1=[O:33])[CH2:2][CH2:3][CH3:4].[Na+:36]. The yield is 0.930. (9) The reactants are [H-].[Na+].[OH:3][C:4]1[C:13]2[C:8](=[CH:9][CH:10]=[CH:11][CH:12]=2)[N:7]([CH2:14][CH2:15][CH:16]([CH3:18])[CH3:17])[C:6](=[O:19])[C:5]=1[C:20]1[NH:25][C:24]2[CH:26]=[CH:27][C:28]([OH:30])=[CH:29][C:23]=2[S:22](=[O:32])(=[O:31])[N:21]=1.Br.Br[CH2:35][C:36]([C:38]1[CH:39]=[N:40][CH:41]=[CH:42][CH:43]=1)=[O:37]. The catalyst is CN(C)C=O.Cl. The product is [O:32]=[S:22]1(=[O:31])[C:23]2[CH:29]=[C:28]([O:30][CH2:35][C:36](=[O:37])[C:38]3[CH:39]=[N:40][CH:41]=[CH:42][CH:43]=3)[CH:27]=[CH:26][C:24]=2[NH:25][C:20]([C:5]2[C:6](=[O:19])[N:7]([CH2:14][CH2:15][CH:16]([CH3:18])[CH3:17])[C:8]3[C:13]([C:4]=2[OH:3])=[CH:12][CH:11]=[CH:10][CH:9]=3)=[N:21]1. The yield is 0.330. (10) The reactants are [NH:1]1[CH:5]=[CH:4][C:3]([NH2:6])=[N:2]1.C(N(C(C)C)CC)(C)C.[O:16]=[C:17]1[CH2:28][CH2:27][CH:26]=[CH:25][CH2:24][C@@H:23]([CH2:29][C:30](O)=[O:31])[C:22](=[O:33])[O:21][CH2:20][C@@H:19]([C:34]2[CH:39]=[CH:38][CH:37]=[CH:36][CH:35]=2)[NH:18]1.ON1C2N=CC=CC=2N=N1.C(N=C=NCCCN(C)C)C. The catalyst is CN(C=O)C.CCOC(C)=O. The product is [O:16]=[C:17]1[CH2:28][CH2:27][CH:26]=[CH:25][CH2:24][C@@H:23]([CH2:29][C:30]([NH:6][C:3]2[CH:4]=[CH:5][NH:1][N:2]=2)=[O:31])[C:22](=[O:33])[O:21][CH2:20][C@@H:19]([C:34]2[CH:35]=[CH:36][CH:37]=[CH:38][CH:39]=2)[NH:18]1. The yield is 0.770.